Dataset: Reaction yield outcomes from USPTO patents with 853,638 reactions. Task: Predict the reaction yield, written as a fraction of the theoretical maximum amount of product (1.0 means a 100% yield; for example, 0.34 means a 34% yield). The reactants are [CH3:1][O:2][C:3]1[CH:39]=[C:38]([O:40][CH3:41])[CH:37]=[CH:36][C:4]=1[CH2:5][N:6]1[C:11]([C:12]2[CH:13]=[C:14]3[C:18](=[CH:19][CH:20]=2)[N:17]([CH3:21])[C:16]([CH2:22][CH2:23]OS(C)(=O)=O)=[CH:15]3)=[C:10]([CH2:29][CH3:30])[CH:9]=[C:8]([C:31]([O:33][CH3:34])=[O:32])[C:7]1=[O:35].[N-:42]=[N+:43]=[N-:44].[Na+]. The catalyst is CS(C)=O.O. The product is [N:42]([CH2:23][CH2:22][C:16]1[N:17]([CH3:21])[C:18]2[C:14]([CH:15]=1)=[CH:13][C:12]([C:11]1[N:6]([CH2:5][C:4]3[CH:36]=[CH:37][C:38]([O:40][CH3:41])=[CH:39][C:3]=3[O:2][CH3:1])[C:7](=[O:35])[C:8]([C:31]([O:33][CH3:34])=[O:32])=[CH:9][C:10]=1[CH2:29][CH3:30])=[CH:20][CH:19]=2)=[N+:43]=[N-:44]. The yield is 0.730.